Dataset: Catalyst prediction with 721,799 reactions and 888 catalyst types from USPTO. Task: Predict which catalyst facilitates the given reaction. (1) Reactant: [NH2:1][C:2]1[CH:3]=[CH:4][CH:5]=[C:6]2[C:11]=1[CH:10]=[C:9]([OH:12])[CH:8]=[CH:7]2.Cl[C:14]([O:16][C:17]1[CH:22]=[CH:21][CH:20]=[CH:19][CH:18]=1)=[O:15].C(=O)([O-])O.[Na+].O. The catalyst class is: 4. Product: [OH:12][C:9]1[CH:10]=[C:11]2[C:6]([CH:5]=[CH:4][CH:3]=[C:2]2[NH:1][C:14](=[O:15])[O:16][C:17]2[CH:22]=[CH:21][CH:20]=[CH:19][CH:18]=2)=[CH:7][CH:8]=1. (2) Reactant: [N:1]1([CH2:7][CH2:8][CH2:9]O)[CH2:6][CH2:5][CH2:4][CH2:3][CH2:2]1.[BrH:11]. Product: [BrH:11].[Br:11][CH2:9][CH2:8][CH2:7][N:1]1[CH2:6][CH2:5][CH2:4][CH2:3][CH2:2]1. The catalyst class is: 6.